This data is from NCI-60 drug combinations with 297,098 pairs across 59 cell lines. The task is: Regression. Given two drug SMILES strings and cell line genomic features, predict the synergy score measuring deviation from expected non-interaction effect. Drug 1: COC1=CC(=CC(=C1O)OC)C2C3C(COC3=O)C(C4=CC5=C(C=C24)OCO5)OC6C(C(C7C(O6)COC(O7)C8=CC=CS8)O)O. Drug 2: CC(C)NC(=O)C1=CC=C(C=C1)CNNC.Cl. Cell line: EKVX. Synergy scores: CSS=17.1, Synergy_ZIP=-5.96, Synergy_Bliss=-1.06, Synergy_Loewe=-22.5, Synergy_HSA=-1.64.